Dataset: Full USPTO retrosynthesis dataset with 1.9M reactions from patents (1976-2016). Task: Predict the reactants needed to synthesize the given product. Given the product [NH2:36][C@@H:16]([CH2:15][C:12]1[CH:13]=[CH:14][C:9]([O:8][CH2:1][C:2]2[CH:3]=[CH:4][CH:5]=[CH:6][CH:7]=2)=[CH:10][C:11]=1[F:54])[C:17]([N:18]([CH2:27][CH:28]([O:32][CH2:33][CH3:34])[O:29][CH2:30][CH3:31])[CH2:19][C:20]1[CH:25]=[CH:24][CH:23]=[C:22]([F:26])[N:21]=1)=[O:35], predict the reactants needed to synthesize it. The reactants are: [CH2:1]([O:8][C:9]1[CH:14]=[CH:13][C:12]([CH2:15][C@H:16]([NH:36]C(=O)OCC2C3C=CC=CC=3C3C2=CC=CC=3)[C:17](=[O:35])[N:18]([CH2:27][CH:28]([O:32][CH2:33][CH3:34])[O:29][CH2:30][CH3:31])[CH2:19][C:20]2[CH:25]=[CH:24][CH:23]=[C:22]([F:26])[N:21]=2)=[C:11]([F:54])[CH:10]=1)[C:2]1[CH:7]=[CH:6][CH:5]=[CH:4][CH:3]=1.C1COCC1.C(NCC)C.